This data is from NCI-60 drug combinations with 297,098 pairs across 59 cell lines. The task is: Regression. Given two drug SMILES strings and cell line genomic features, predict the synergy score measuring deviation from expected non-interaction effect. (1) Drug 1: CC1=C(C=C(C=C1)NC2=NC=CC(=N2)N(C)C3=CC4=NN(C(=C4C=C3)C)C)S(=O)(=O)N.Cl. Drug 2: CC12CCC3C(C1CCC2OP(=O)(O)O)CCC4=C3C=CC(=C4)OC(=O)N(CCCl)CCCl.[Na+]. Cell line: OVCAR-4. Synergy scores: CSS=17.8, Synergy_ZIP=5.31, Synergy_Bliss=4.84, Synergy_Loewe=3.98, Synergy_HSA=4.64. (2) Drug 1: CCCCC(=O)OCC(=O)C1(CC(C2=C(C1)C(=C3C(=C2O)C(=O)C4=C(C3=O)C=CC=C4OC)O)OC5CC(C(C(O5)C)O)NC(=O)C(F)(F)F)O. Drug 2: C1C(C(OC1N2C=NC(=NC2=O)N)CO)O. Cell line: TK-10. Synergy scores: CSS=41.6, Synergy_ZIP=3.14, Synergy_Bliss=3.41, Synergy_Loewe=-0.0953, Synergy_HSA=2.51. (3) Drug 1: C1C(C(OC1N2C=NC3=C(N=C(N=C32)Cl)N)CO)O. Drug 2: C1=NC2=C(N1)C(=S)N=CN2. Cell line: 786-0. Synergy scores: CSS=59.7, Synergy_ZIP=-2.26, Synergy_Bliss=-0.589, Synergy_Loewe=-5.77, Synergy_HSA=-0.885. (4) Drug 1: COC1=C(C=C2C(=C1)N=CN=C2NC3=CC(=C(C=C3)F)Cl)OCCCN4CCOCC4. Drug 2: CC12CCC3C(C1CCC2O)C(CC4=C3C=CC(=C4)O)CCCCCCCCCS(=O)CCCC(C(F)(F)F)(F)F. Cell line: MOLT-4. Synergy scores: CSS=18.0, Synergy_ZIP=0.113, Synergy_Bliss=7.62, Synergy_Loewe=5.00, Synergy_HSA=5.82. (5) Drug 1: CC1=C(C=C(C=C1)NC(=O)C2=CC=C(C=C2)CN3CCN(CC3)C)NC4=NC=CC(=N4)C5=CN=CC=C5. Drug 2: CC1CCC2CC(C(=CC=CC=CC(CC(C(=O)C(C(C(=CC(C(=O)CC(OC(=O)C3CCCCN3C(=O)C(=O)C1(O2)O)C(C)CC4CCC(C(C4)OC)O)C)C)O)OC)C)C)C)OC. Cell line: SW-620. Synergy scores: CSS=-5.28, Synergy_ZIP=3.09, Synergy_Bliss=5.22, Synergy_Loewe=-6.59, Synergy_HSA=-2.97. (6) Drug 1: CCN(CC)CCNC(=O)C1=C(NC(=C1C)C=C2C3=C(C=CC(=C3)F)NC2=O)C. Drug 2: CC1CCCC2(C(O2)CC(NC(=O)CC(C(C(=O)C(C1O)C)(C)C)O)C(=CC3=CSC(=N3)C)C)C. Cell line: MDA-MB-435. Synergy scores: CSS=64.4, Synergy_ZIP=0.561, Synergy_Bliss=0.331, Synergy_Loewe=-1.84, Synergy_HSA=1.88. (7) Drug 1: C1CC(=O)NC(=O)C1N2CC3=C(C2=O)C=CC=C3N. Drug 2: CC1=C(C(=O)C2=C(C1=O)N3CC4C(C3(C2COC(=O)N)OC)N4)N. Cell line: SK-MEL-28. Synergy scores: CSS=27.1, Synergy_ZIP=-1.67, Synergy_Bliss=1.26, Synergy_Loewe=-22.3, Synergy_HSA=3.04.